This data is from Full USPTO retrosynthesis dataset with 1.9M reactions from patents (1976-2016). The task is: Predict the reactants needed to synthesize the given product. (1) The reactants are: [F:1][C:2]1[CH:7]=[CH:6][CH:5]=[CH:4][C:3]=1[C:8]1[N:9]([S:18]([C:21]2[CH:26]=[CH:25][CH:24]=[C:23]([F:27])[CH:22]=2)(=[O:20])=[O:19])[CH:10]=[C:11]2[C:16]=1[CH2:15][CH2:14][CH2:13][C:12]2=O.[CH3:28][NH:29][CH3:30].O1CCCC1.[BH4-].[Na+]. Given the product [F:1][C:2]1[CH:7]=[CH:6][CH:5]=[CH:4][C:3]=1[C:8]1[N:9]([S:18]([C:21]2[CH:26]=[CH:25][CH:24]=[C:23]([F:27])[CH:22]=2)(=[O:20])=[O:19])[CH:10]=[C:11]2[C:16]=1[CH2:15][CH2:14][CH2:13][CH:12]2[N:29]([CH3:30])[CH3:28], predict the reactants needed to synthesize it. (2) The reactants are: [Cl:1][C:2]1[CH:3]=[C:4]([NH:9][C:10]2[N:14]=[C:13]([NH2:15])[NH:12][N:11]=2)[CH:5]=[C:6]([Cl:8])[CH:7]=1.[CH:16](=O)[C:17]1[CH:22]=[CH:21][CH:20]=[CH:19][CH:18]=1.[BH4-].[Na+]. Given the product [CH2:16]([NH:15][C:13]1[NH:12][N:11]=[C:10]([NH:9][C:4]2[CH:5]=[C:6]([Cl:8])[CH:7]=[C:2]([Cl:1])[CH:3]=2)[N:14]=1)[C:17]1[CH:22]=[CH:21][CH:20]=[CH:19][CH:18]=1, predict the reactants needed to synthesize it. (3) Given the product [F:14][C:15]1[CH:23]=[C:22]([S:27][CH3:26])[C:18]([C:19]([OH:21])=[O:20])=[C:17]([O:24][CH3:25])[CH:16]=1, predict the reactants needed to synthesize it. The reactants are: CN(CCN(C)C)C.[Li]C(CC)C.[F:14][C:15]1[CH:23]=[CH:22][C:18]([C:19]([OH:21])=[O:20])=[C:17]([O:24][CH3:25])[CH:16]=1.[CH3:26][S:27]SC. (4) Given the product [CH3:11][C:10]([CH3:13])([CH2:12][O:33][C:32](=[O:34])[C@@H:28]([CH:29]([CH3:30])[CH3:31])[NH:27][C:17]([O:19][CH2:20][C:21]1[CH:26]=[CH:25][CH:24]=[CH:23][CH:22]=1)=[O:18])[C:9]([OH:14])=[O:8], predict the reactants needed to synthesize it. The reactants are: COC1C=CC(C[O:8][C:9](=[O:14])[C:10]([CH3:13])([CH3:12])[CH3:11])=CC=1.[C:17]([NH:27][C@@H:28]([C:32]([OH:34])=[O:33])[CH:29]([CH3:31])[CH3:30])([O:19][CH2:20][C:21]1[CH:26]=[CH:25][CH:24]=[CH:23][CH:22]=1)=[O:18].C1CCC(N=C=NC2CCCCC2)CC1.